From a dataset of Full USPTO retrosynthesis dataset with 1.9M reactions from patents (1976-2016). Predict the reactants needed to synthesize the given product. (1) Given the product [Cl:1][C:2]1[CH:10]=[CH:9][CH:8]=[C:7]2[C:3]=1[CH2:4][CH2:5][NH:6]2, predict the reactants needed to synthesize it. The reactants are: [Cl:1][C:2]1[CH:10]=[CH:9][CH:8]=[C:7]2[C:3]=1[CH:4]=[CH:5][NH:6]2.C([BH3-])#N.[Na+]. (2) The reactants are: [Si](Br)(C)(C)C.CS(C)=O.[S:10]1[CH:14]=[CH:13][C:12]([CH2:15][CH:16]=O)=[CH:11]1.[CH3:18][N:19]([CH2:21][C:22]1[CH:23]=[C:24]([NH:28][C:29]2[S:30]C(C3C=CC=CC=3)=C[N:33]=2)[CH:25]=[CH:26][CH:27]=1)[CH3:20]. Given the product [CH3:20][N:19]([CH2:21][C:22]1[CH:23]=[C:24]([NH:28][C:29]2[S:30][C:15]([C:12]3[CH:13]=[CH:14][S:10][CH:11]=3)=[CH:16][N:33]=2)[CH:25]=[CH:26][CH:27]=1)[CH3:18], predict the reactants needed to synthesize it. (3) The reactants are: CN(C)CCN(C)C.[C:9]1([CH3:15])[CH:14]=[CH:13][CH:12]=[CH:11][CH:10]=1.CCCCCC.[NH2:22][C:23]1[CH:28]=[N:27][CH:26]=[CH:25][N:24]=1. Given the product [NH2:22][C:23]1[C:28]([CH2:15][C:9]2[CH:14]=[CH:13][CH:12]=[CH:11][CH:10]=2)=[N:27][CH:26]=[CH:25][N:24]=1, predict the reactants needed to synthesize it. (4) Given the product [F:14][C:6]1[CH:5]=[C:4]([CH:2]=[O:17])[CH:9]=[CH:8][C:7]=1[NH:10][C:11](=[O:13])[CH3:12], predict the reactants needed to synthesize it. The reactants are: Cl.[C:2]([C:4]1[CH:9]=[CH:8][C:7]([NH:10][C:11](=[O:13])[CH3:12])=[C:6]([F:14])[CH:5]=1)#N.C([O:17]CC)C. (5) The reactants are: [C:1]1([C:39]2[CH:44]=[CH:43][CH:42]=[CH:41][CH:40]=2)[CH:6]=[CH:5][C:4]([N:7]([C:33]2[CH:38]=[CH:37][CH:36]=[CH:35][CH:34]=2)[C:8]2[CH:20]=[CH:19][C:18]3[C:17]4[C:12](=[CH:13][CH:14]=[CH:15][CH:16]=4)[C:11]4([C:32]5[CH:31]=[CH:30][CH:29]=[CH:28][C:27]=5[C:26]5[C:21]4=[CH:22][CH:23]=[CH:24][CH:25]=5)[C:10]=3[CH:9]=2)=[CH:3][CH:2]=1.C1(C)C=CC=CC=1.[Br:52]N1C(=O)CCC1=O. Given the product [C:1]1([C:39]2[CH:44]=[CH:43][CH:42]=[CH:41][CH:40]=2)[CH:2]=[CH:3][C:4]([N:7]([C:33]2[CH:34]=[CH:35][C:36]([Br:52])=[CH:37][CH:38]=2)[C:8]2[CH:20]=[CH:19][C:18]3[C:17]4[C:12](=[CH:13][CH:14]=[CH:15][CH:16]=4)[C:11]4([C:21]5[CH:22]=[CH:23][CH:24]=[CH:25][C:26]=5[C:27]5[C:32]4=[CH:31][CH:30]=[CH:29][CH:28]=5)[C:10]=3[CH:9]=2)=[CH:5][CH:6]=1, predict the reactants needed to synthesize it. (6) Given the product [C:1]([O:5][C:6]([N:8]1[CH2:11][C:10]([O:13][C:14]2[CH:15]=[C:16]3[C:25](=[CH:26][C:27]=2[CH3:31])[O:24][CH2:23][C:22]2[N:17]3[CH:18]([CH3:30])[C:19](=[O:29])[NH:20][N:21]=2)([CH3:12])[CH2:9]1)=[O:7])([CH3:4])([CH3:3])[CH3:2], predict the reactants needed to synthesize it. The reactants are: [C:1]([O:5][C:6]([N:8]1[CH2:11][C:10]([O:13][C:14]2[CH:15]=[C:16]3[C:25](=[CH:26][C:27]=2Br)[O:24][CH2:23][C:22]2[N:17]3[CH:18]([CH3:30])[C:19](=[O:29])[NH:20][N:21]=2)([CH3:12])[CH2:9]1)=[O:7])([CH3:4])([CH3:3])[CH3:2].[CH3:31]B1OB(C)OB(C)O1.C([O-])([O-])=O.[K+].[K+].C(Cl)Cl.